Dataset: Reaction yield outcomes from USPTO patents with 853,638 reactions. Task: Predict the reaction yield, written as a fraction of the theoretical maximum amount of product (1.0 means a 100% yield; for example, 0.34 means a 34% yield). (1) The reactants are [NH2:1][C:2]1[CH:10]=[CH:9][C:5]([C:6](=[S:8])[NH2:7])=[CH:4][C:3]=1[N+:11]([O-:13])=[O:12].Cl[CH2:15][CH:16]=O. The catalyst is C(O)C. The product is [N+:11]([C:3]1[CH:4]=[C:5]([C:6]2[S:8][CH:15]=[CH:16][N:7]=2)[CH:9]=[CH:10][C:2]=1[NH2:1])([O-:13])=[O:12]. The yield is 0.190. (2) The reactants are [NH2:1][C:2]1[CH:3]=[C:4]([O:16][CH2:17][CH2:18][CH2:19][O:20][CH3:21])[CH:5]=[C:6]2[C:10]=1[NH:9][C:8]([C:11]([O:13][CH2:14][CH3:15])=[O:12])=[CH:7]2.[N:22]1[CH:27]=[CH:26][CH:25]=[CH:24][C:23]=1[S:28](Cl)(=[O:30])=[O:29]. The catalyst is N1C=CC=CC=1. The product is [CH3:21][O:20][CH2:19][CH2:18][CH2:17][O:16][C:4]1[CH:5]=[C:6]2[C:10](=[C:2]([NH:1][S:28]([C:23]3[CH:24]=[CH:25][CH:26]=[CH:27][N:22]=3)(=[O:30])=[O:29])[CH:3]=1)[NH:9][C:8]([C:11]([O:13][CH2:14][CH3:15])=[O:12])=[CH:7]2. The yield is 0.900. (3) The reactants are [CH3:1][O:2][CH2:3][C:4](=O)[CH2:5][C:6](=O)[CH3:7].[C:10]([CH2:12][C:13]([NH2:15])=[O:14])#[N:11].N1CCCCC1. The catalyst is CCO.O. The product is [CH3:7][C:6]1[NH:15][C:13](=[O:14])[C:12]([C:10]#[N:11])=[C:4]([CH2:3][O:2][CH3:1])[CH:5]=1. The yield is 0.656.